From a dataset of Forward reaction prediction with 1.9M reactions from USPTO patents (1976-2016). Predict the product of the given reaction. (1) Given the reactants [Br:1][C:2]1[C:3]([CH3:10])=[C:4]([NH2:9])[C:5]([NH2:8])=[N:6][CH:7]=1.C([O:13][C:14](=O)[C:15](OCC)=[O:16])C, predict the reaction product. The product is: [Br:1][C:2]1[CH:7]=[N:6][C:5]2=[N:8][C:15]([OH:16])=[C:14]([OH:13])[N:9]=[C:4]2[C:3]=1[CH3:10]. (2) Given the reactants [CH2:1]([O:8][C@@H:9]1[C@@H:21]([O:22]CC2C=CC(OC)=CC=2)[C@H:20]([O:32][CH2:33][C:34]2[CH:39]=[CH:38][CH:37]=[CH:36][CH:35]=2)[C@@H:19]([CH2:40][O:41][CH2:42][C:43]2[CH:48]=[CH:47][CH:46]=[CH:45][CH:44]=2)[O:18][C@H:10]1[S:11][C:12]1[CH:17]=[CH:16][CH:15]=[CH:14][CH:13]=1)[C:2]1[CH:7]=[CH:6][CH:5]=[CH:4][CH:3]=1.C(C1C(=O)C(Cl)=C(Cl)C(=O)C=1C#N)#N, predict the reaction product. The product is: [CH2:1]([O:8][C@@H:9]1[C@@H:21]([OH:22])[C@H:20]([O:32][CH2:33][C:34]2[CH:35]=[CH:36][CH:37]=[CH:38][CH:39]=2)[C@@H:19]([CH2:40][O:41][CH2:42][C:43]2[CH:48]=[CH:47][CH:46]=[CH:45][CH:44]=2)[O:18][C@H:10]1[S:11][C:12]1[CH:13]=[CH:14][CH:15]=[CH:16][CH:17]=1)[C:2]1[CH:7]=[CH:6][CH:5]=[CH:4][CH:3]=1. (3) Given the reactants [C:1]([O:5][C:6]([N:8]1[CH2:13][CH2:12][CH2:11][CH2:10][CH:9]1[CH2:14][C:15]([OH:17])=O)=[O:7])([CH3:4])([CH3:3])[CH3:2].[Cl-].[NH4+:19], predict the reaction product. The product is: [C:1]([O:5][C:6]([N:8]1[CH2:13][CH2:12][CH2:11][CH2:10][CH:9]1[CH2:14][C:15](=[O:17])[NH2:19])=[O:7])([CH3:4])([CH3:3])[CH3:2]. (4) Given the reactants [NH2:1][C:2]1[CH:7]=[CH:6][C:5]([CH2:8][C:9]([O:11][CH3:12])=[O:10])=[CH:4][C:3]=1[Br:13].[CH3:14][C:15]1[CH:20]=[CH:19][CH:18]=[CH:17][C:16]=1[N:21]=[C:22]=[O:23].CCN(CC)CC, predict the reaction product. The product is: [Br:13][C:3]1[CH:4]=[C:5]([CH2:8][C:9]([O:11][CH3:12])=[O:10])[CH:6]=[CH:7][C:2]=1[NH:1][C:22]([NH:21][C:16]1[CH:17]=[CH:18][CH:19]=[CH:20][C:15]=1[CH3:14])=[O:23]. (5) Given the reactants B(Br)(Br)Br.[CH2:5]([C:7]1([CH2:62][CH3:63])[C:19]2[CH:18]=[C:17]([C:20]3[CH:25]=[CH:24][C:23]([C:26]4[CH:31]=[CH:30][C:29]([O:32]CCCCCCCC)=[CH:28][CH:27]=4)=[CH:22][CH:21]=3)[CH:16]=[CH:15][C:14]=2[C:13]2[C:8]1=[CH:9][C:10]([C:41]1[CH:46]=[CH:45][C:44]([C:47]3[CH:52]=[CH:51][C:50]([O:53]CCCCCCCC)=[CH:49][CH:48]=3)=[CH:43][CH:42]=1)=[CH:11][CH:12]=2)[CH3:6], predict the reaction product. The product is: [CH2:62]([C:7]1([CH2:5][CH3:6])[C:8]2[CH:9]=[C:10]([C:41]3[CH:42]=[CH:43][C:44]([C:47]4[CH:52]=[CH:51][C:50]([OH:53])=[CH:49][CH:48]=4)=[CH:45][CH:46]=3)[CH:11]=[CH:12][C:13]=2[C:14]2[C:19]1=[CH:18][C:17]([C:20]1[CH:25]=[CH:24][C:23]([C:26]3[CH:31]=[CH:30][C:29]([OH:32])=[CH:28][CH:27]=3)=[CH:22][CH:21]=1)=[CH:16][CH:15]=2)[CH3:63]. (6) Given the reactants [OH:1][C:2]1[C:11]2[C:10]([CH3:13])([CH3:12])[CH2:9][CH2:8][C:7]([CH3:15])([CH3:14])[C:6]=2[CH:5]=[C:4]([CH:16]=[O:17])[CH:3]=1.[H-].[Na+].[F:20][C:21]([F:31])([F:30])[C:22]1[CH:29]=[CH:28][C:25]([CH2:26]Br)=[CH:24][CH:23]=1, predict the reaction product. The product is: [CH3:13][C:10]1([CH3:12])[CH2:9][CH2:8][C:7]([CH3:15])([CH3:14])[C:6]2[CH:5]=[C:4]([CH:16]=[O:17])[CH:3]=[C:2]([O:1][CH2:26][C:25]3[CH:24]=[CH:23][C:22]([C:21]([F:20])([F:30])[F:31])=[CH:29][CH:28]=3)[C:11]1=2. (7) Given the reactants [C:1]([O:5][C:6](=[O:23])[NH:7][CH:8]([C:15]1[CH:20]=[CH:19][C:18]([Cl:21])=[C:17]([Cl:22])[CH:16]=1)[C:9](=[O:14])N(OC)C)([CH3:4])([CH3:3])[CH3:2].Br[C:25]1[C:26]([CH3:35])=[CH:27][C:28]([O:31][CH:32]([CH3:34])[CH3:33])=[N:29][CH:30]=1, predict the reaction product. The product is: [C:1]([O:5][C:6](=[O:23])[NH:7][CH:8]([C:15]1[CH:20]=[CH:19][C:18]([Cl:21])=[C:17]([Cl:22])[CH:16]=1)[C:9]([C:25]1[CH:30]=[N:29][C:28]([O:31][CH:32]([CH3:34])[CH3:33])=[CH:27][C:26]=1[CH3:35])=[O:14])([CH3:2])([CH3:3])[CH3:4]. (8) Given the reactants [CH:1]([NH:4][C:5]([C:7]1[C:15]2[C:10](=[N:11][CH:12]=[C:13]([C:16]3[C:24]4[C:19](=[CH:20][CH:21]=[C:22]([O:25][C:26]([F:29])([F:28])[F:27])[CH:23]=4)[N:18]([CH3:30])[N:17]=3)[N:14]=2)[N:9](COCC[Si](C)(C)C)[CH:8]=1)=[O:6])([CH3:3])[CH3:2].C(O)(C(F)(F)F)=O, predict the reaction product. The product is: [CH:1]([NH:4][C:5]([C:7]1[C:15]2[C:10](=[N:11][CH:12]=[C:13]([C:16]3[C:24]4[C:19](=[CH:20][CH:21]=[C:22]([O:25][C:26]([F:29])([F:27])[F:28])[CH:23]=4)[N:18]([CH3:30])[N:17]=3)[N:14]=2)[NH:9][CH:8]=1)=[O:6])([CH3:3])[CH3:2].